Dataset: Forward reaction prediction with 1.9M reactions from USPTO patents (1976-2016). Task: Predict the product of the given reaction. (1) Given the reactants [Cl:1][C:2]1[CH:7]=[C:6]([Cl:8])[CH:5]=[CH:4][C:3]=1[C:9]1[CH:14]=[CH:13][N:12]=[C:11](OS(C(F)(F)F)(=O)=O)[C:10]=1[N+:23]([O-:25])=[O:24].Cl.[CH3:27][O:28][CH2:29][CH:30]([NH2:33])[CH2:31][CH3:32], predict the reaction product. The product is: [Cl:1][C:2]1[CH:7]=[C:6]([Cl:8])[CH:5]=[CH:4][C:3]=1[C:9]1[CH:14]=[CH:13][N:12]=[C:11]([NH:33][CH:30]([CH2:29][O:28][CH3:27])[CH2:31][CH3:32])[C:10]=1[N+:23]([O-:25])=[O:24]. (2) Given the reactants [Cl:1][C:2]1[CH:3]=[C:4]([CH:8]=[CH:9][N:10]=1)[C:5](O)=[O:6].CSC.B.O.Cl, predict the reaction product. The product is: [Cl:1][C:2]1[CH:3]=[C:4]([CH2:5][OH:6])[CH:8]=[CH:9][N:10]=1. (3) Given the reactants Cl.[C:2]1([C:8]2[C:16]3[C:11](=[CH:12][CH:13]=[C:14]([NH:17][S:18]([C:21]4[CH:26]=[CH:25][C:24]([NH:27]C(=O)C)=[CH:23][CH:22]=4)(=[O:20])=[O:19])[CH:15]=3)[NH:10][N:9]=2)[CH:7]=[CH:6][CH:5]=[CH:4][CH:3]=1.O.[OH-].[NH4+], predict the reaction product. The product is: [NH2:27][C:24]1[CH:25]=[CH:26][C:21]([S:18]([NH:17][C:14]2[CH:15]=[C:16]3[C:11](=[CH:12][CH:13]=2)[NH:10][N:9]=[C:8]3[C:2]2[CH:7]=[CH:6][CH:5]=[CH:4][CH:3]=2)(=[O:20])=[O:19])=[CH:22][CH:23]=1. (4) Given the reactants [CH3:1][C:2]1[C:3]([CH2:14][S:15][C:16]2[NH:17][C:18]3[CH:24]=[CH:23][CH:22]=[CH:21][C:19]=3[N:20]=2)=[N:4][CH:5]=[CH:6][C:7]=1[O:8][CH2:9][C:10]([F:13])([F:12])[F:11].[CH3:25][C:26]([CH3:35])([CH3:34])[C:27]([O:29][CH:30](Cl)[CH2:31][CH3:32])=[O:28].[I-].[Na+].C(=O)([O-])[O-].[K+].[K+], predict the reaction product. The product is: [CH3:25][C:26]([CH3:35])([CH3:34])[C:27]([O:29][CH:30]([N:20]1[C:19]2[CH:21]=[CH:22][CH:23]=[CH:24][C:18]=2[N:17]=[C:16]1[S:15][CH2:14][C:3]1[C:2]([CH3:1])=[C:7]([O:8][CH2:9][C:10]([F:12])([F:11])[F:13])[CH:6]=[CH:5][N:4]=1)[CH2:31][CH3:32])=[O:28]. (5) Given the reactants [CH2:1]([N:3]([CH2:34][CH3:35])[C:4]1[CH:9]=[CH:8][C:7]([C:10]2[CH:11]=[C:12]([C:21]3[CH:26]=[CH:25][C:24]([C:27]([O:29]CC)=[O:28])=[CH:23][CH:22]=3)[CH:13]=[CH:14][C:15]=2[O:16][CH2:17][CH2:18][CH2:19][OH:20])=[CH:6][C:5]=1[CH2:32][CH3:33])[CH3:2].[OH-].[Na+].Cl, predict the reaction product. The product is: [CH2:34]([N:3]([CH2:1][CH3:2])[C:4]1[CH:9]=[CH:8][C:7]([C:10]2[CH:11]=[C:12]([C:21]3[CH:22]=[CH:23][C:24]([C:27]([OH:29])=[O:28])=[CH:25][CH:26]=3)[CH:13]=[CH:14][C:15]=2[O:16][CH2:17][CH2:18][CH2:19][OH:20])=[CH:6][C:5]=1[CH2:32][CH3:33])[CH3:35]. (6) The product is: [CH3:18][C:17]1[CH:16]=[C:15]([C:19]#[N:20])[CH:14]=[C:13]([CH3:21])[C:12]=1[O:11][C:10]1[N:9]=[C:8]([NH:22][C:23]2[CH:28]=[CH:27][C:26]([C:29]#[N:30])=[CH:25][CH:24]=2)[N:7]=[C:6]([NH2:31])[C:5]=1[Br:4]. Given the reactants C(#N)C.[Br:4][C:5]1[C:6]([NH:31]C(=O)C2C=CC=CC=2)=[N:7][C:8]([NH:22][C:23]2[CH:28]=[CH:27][C:26]([C:29]#[N:30])=[CH:25][CH:24]=2)=[N:9][C:10]=1[O:11][C:12]1[C:17]([CH3:18])=[CH:16][C:15]([C:19]#[N:20])=[CH:14][C:13]=1[CH3:21].O.[OH-].[Li+], predict the reaction product.